From a dataset of Forward reaction prediction with 1.9M reactions from USPTO patents (1976-2016). Predict the product of the given reaction. (1) Given the reactants [C:1]([NH:4][C@H:5]1[C@H:14]([C@@H:15]([C@@H:20]([CH2:25][O:26]C(=O)C)[O:21]C(=O)C)[O:16]C(=O)C)[O:13][C:8]([C:9]([O:11]C)=[O:10])=[C:7]([CH2:30][CH2:31][CH3:32])[C@@H:6]1[O:33]C(=O)C)(=[O:3])[CH3:2].C[O-].[Na+], predict the reaction product. The product is: [C:1]([NH:4][C@H:5]1[C@H:14]([C@@H:15]([C@@H:20]([CH2:25][OH:26])[OH:21])[OH:16])[O:13][C:8]([C:9]([OH:11])=[O:10])=[C:7]([CH2:30][CH2:31][CH3:32])[C@@H:6]1[OH:33])(=[O:3])[CH3:2]. (2) Given the reactants [F:1][C:2]([F:27])([F:26])[C:3]1[CH:4]=[C:5]([NH:9][C:10](=[O:25])[CH2:11][C:12]([NH:14][C:15]2[CH:20]=[CH:19][CH:18]=[C:17]([C:21]([F:24])([F:23])[F:22])[CH:16]=2)=[O:13])[CH:6]=[CH:7][CH:8]=1.[CH2:28]1[CH2:32][N:31]([C:33]2[CH:38]=[CH:37][C:36]([CH:39]=O)=[CH:35][CH:34]=2)[CH2:30][CH2:29]1, predict the reaction product. The product is: [F:1][C:2]([F:26])([F:27])[C:3]1[CH:4]=[C:5]([NH:9][C:10](=[O:25])[C:11](=[CH:39][C:36]2[CH:35]=[CH:34][C:33]([N:31]3[CH2:32][CH2:28][CH2:29][CH2:30]3)=[CH:38][CH:37]=2)[C:12]([NH:14][C:15]2[CH:20]=[CH:19][CH:18]=[C:17]([C:21]([F:24])([F:23])[F:22])[CH:16]=2)=[O:13])[CH:6]=[CH:7][CH:8]=1. (3) The product is: [C:1]([O:5][C:6]([N:8]1[CH2:13][CH2:12][CH:11]([NH:19][CH2:18][CH:15]2[CH2:17][CH2:16]2)[CH2:10][CH2:9]1)=[O:7])([CH3:4])([CH3:3])[CH3:2]. Given the reactants [C:1]([O:5][C:6]([N:8]1[CH2:13][CH2:12][C:11](=O)[CH2:10][CH2:9]1)=[O:7])([CH3:4])([CH3:3])[CH3:2].[CH:15]1([CH2:18][NH2:19])[CH2:17][CH2:16]1.C(O)(=O)C.C(O[BH-](OC(=O)C)OC(=O)C)(=O)C.[Na+].[OH-].[Na+], predict the reaction product. (4) The product is: [F:1][C:2]1[CH:7]=[CH:6][C:5]([S:8][CH2:12][C:13]([N:15]([CH:22]2[CH2:27][CH2:26][CH2:25][CH2:24][CH2:23]2)[C:16]2[CH:17]=[CH:18][CH:19]=[CH:20][CH:21]=2)=[O:14])=[CH:4][CH:3]=1. Given the reactants [F:1][C:2]1[CH:7]=[CH:6][C:5]([SH:8])=[CH:4][CH:3]=1.[OH-].[Na+].Cl[CH2:12][C:13]([N:15]([CH:22]1[CH2:27][CH2:26][CH2:25][CH2:24][CH2:23]1)[C:16]1[CH:21]=[CH:20][CH:19]=[CH:18][CH:17]=1)=[O:14], predict the reaction product. (5) Given the reactants [Si:1]([O:8][C@H:9]([CH2:49][O:50][Si:51]([C:54]([CH3:57])([CH3:56])[CH3:55])([CH3:53])[CH3:52])[CH2:10][C@H:11]1[O:15][C@@H:14]([CH2:16][C@H:17]2[O:22][C@@H:21]([CH2:23][CH2:24][C@@H:25]3[O:29][C@@H:28](/[CH:30]=[CH:31]/[CH2:32][OH:33])[CH2:27][C:26]3=[CH2:34])[CH2:20][C@@H:19]([CH3:35])[C:18]2=[CH2:36])[C@H:13]([CH2:37][S:38]([C:41]2[CH:46]=[CH:45][CH:44]=[CH:43][CH:42]=2)(=[O:40])=[O:39])[C@H:12]1[O:47][CH3:48])([C:4]([CH3:7])([CH3:6])[CH3:5])([CH3:3])[CH3:2].[H-].[Na+].[CH2:60](Br)[CH:61]=[CH2:62], predict the reaction product. The product is: [CH2:62]([O:33][CH2:32]/[CH:31]=[CH:30]/[C@@H:28]1[O:29][C@@H:25]([CH2:24][CH2:23][C@@H:21]2[O:22][C@H:17]([CH2:16][C@@H:14]3[O:15][C@H:11]([CH2:10][C@@H:9]([CH2:49][O:50][Si:51]([CH3:53])([CH3:52])[C:54]([CH3:56])([CH3:55])[CH3:57])[O:8][Si:1]([CH3:3])([CH3:2])[C:4]([CH3:5])([CH3:6])[CH3:7])[C@H:12]([O:47][CH3:48])[C@H:13]3[CH2:37][S:38]([C:41]3[CH:42]=[CH:43][CH:44]=[CH:45][CH:46]=3)(=[O:39])=[O:40])[C:18](=[CH2:36])[C@H:19]([CH3:35])[CH2:20]2)[C:26](=[CH2:34])[CH2:27]1)[CH:61]=[CH2:60]. (6) Given the reactants [N-:1]=[N+:2]=[N-:3].[Na+].[N+:5]([C:8]1[CH:13]=[CH:12][C:11]([N:14]2[CH:18]=[C:17]([CH2:19]OS(C)(=O)=O)[N:16]=[N:15]2)=[CH:10][CH:9]=1)([O-:7])=[O:6].[N+](C1C=CC(N2C(COS(C)(=O)=O)=CN=N2)=CC=1)([O-])=O, predict the reaction product. The product is: [N:1]([CH2:19][C:17]1[N:16]=[N:15][N:14]([C:11]2[CH:10]=[CH:9][C:8]([N+:5]([O-:7])=[O:6])=[CH:13][CH:12]=2)[CH:18]=1)=[N+:2]=[N-:3]. (7) Given the reactants [NH2:1][C:2]1[CH:3]=[N:4][CH:5]=[CH:6][C:7]=1[N:8]1[CH2:13][CH2:12][CH2:11][C@H:10]([NH:14][C:15](=[O:21])[O:16][C:17]([CH3:20])([CH3:19])[CH3:18])[CH2:9]1.[C:22]([O:26][C:27]([NH:29][C:30]1[S:38][C:37]2[C:32](=[N:33][CH:34]=[C:35]([CH:39]3[CH2:44][CH2:43][O:42][CH2:41][CH2:40]3)[CH:36]=2)[C:31]=1[C:45](O)=[O:46])=[O:28])([CH3:25])([CH3:24])[CH3:23].CN(C(ON1N=NC2C=CC=NC1=2)=[N+](C)C)C.F[P-](F)(F)(F)(F)F.CCN(C(C)C)C(C)C, predict the reaction product. The product is: [C:17]([O:16][C:15]([NH:14][C@H:10]1[CH2:11][CH2:12][CH2:13][N:8]([C:7]2[CH:6]=[CH:5][N:4]=[CH:3][C:2]=2[NH:1][C:45]([C:31]2[C:32]3=[N:33][CH:34]=[C:35]([CH:39]4[CH2:40][CH2:41][O:42][CH2:43][CH2:44]4)[CH:36]=[C:37]3[S:38][C:30]=2[NH:29][C:27](=[O:28])[O:26][C:22]([CH3:24])([CH3:23])[CH3:25])=[O:46])[CH2:9]1)=[O:21])([CH3:18])([CH3:20])[CH3:19].